This data is from Forward reaction prediction with 1.9M reactions from USPTO patents (1976-2016). The task is: Predict the product of the given reaction. (1) Given the reactants [OH:1][CH2:2][Si:3]([CH3:6])([CH3:5])[CH3:4].[C:7]([CH2:9][C:10](O)=[O:11])#[N:8], predict the reaction product. The product is: [C:7]([CH2:9][C:10]([O:1][CH2:2][Si:3]([CH3:6])([CH3:5])[CH3:4])=[O:11])#[N:8]. (2) Given the reactants [C:1]([O:5][C@@H:6]([C:11]1[C:26]([CH3:27])=[CH:25][C:14]2[N:15]=[C:16]([C:18]3[CH:23]=[CH:22][N:21]=[C:20](Cl)[N:19]=3)[S:17][C:13]=2[C:12]=1[C:28]1[CH:33]=[CH:32][C:31]([Cl:34])=[CH:30][CH:29]=1)[C:7]([O:9][CH3:10])=[O:8])([CH3:4])([CH3:3])[CH3:2].[CH:35]([N:38]1[CH2:43][CH2:42][NH:41][C@@H:40]([CH3:44])[CH2:39]1)([CH3:37])[CH3:36].C(N(CC)CC)C, predict the reaction product. The product is: [C:1]([O:5][C@@H:6]([C:11]1[C:26]([CH3:27])=[CH:25][C:14]2[N:15]=[C:16]([C:18]3[CH:23]=[CH:22][N:21]=[C:20]([N:41]4[CH2:42][CH2:43][N:38]([CH:35]([CH3:37])[CH3:36])[CH2:39][C@@H:40]4[CH3:44])[N:19]=3)[S:17][C:13]=2[C:12]=1[C:28]1[CH:29]=[CH:30][C:31]([Cl:34])=[CH:32][CH:33]=1)[C:7]([O:9][CH3:10])=[O:8])([CH3:4])([CH3:3])[CH3:2]. (3) Given the reactants [NH:1]1[C:5]2[CH:6]=[CH:7][CH:8]=[CH:9][C:4]=2[N:3]=[C:2]1[NH:10][CH2:11][C:12]1[CH:17]=[CH:16][C:15]([NH:18][C:19]2[CH:24]=[C:23](Cl)[N:22]=[CH:21][N:20]=2)=[CH:14][CH:13]=1.[CH3:26][O:27][C:28]1[CH:33]=[CH:32][CH:31]=[CH:30][C:29]=1B(O)O.C([O-])([O-])=O.[Na+].[Na+].O, predict the reaction product. The product is: [NH:1]1[C:5]2[CH:6]=[CH:7][CH:8]=[CH:9][C:4]=2[N:3]=[C:2]1[NH:10][CH2:11][C:12]1[CH:17]=[CH:16][C:15]([NH:18][C:19]2[CH:24]=[C:23]([C:29]3[CH:30]=[CH:31][CH:32]=[CH:33][C:28]=3[O:27][CH3:26])[N:22]=[CH:21][N:20]=2)=[CH:14][CH:13]=1.